Dataset: Reaction yield outcomes from USPTO patents with 853,638 reactions. Task: Predict the reaction yield, written as a fraction of the theoretical maximum amount of product (1.0 means a 100% yield; for example, 0.34 means a 34% yield). The reactants are C(OC(=O)[NH:7][CH:8]([C:29](=[O:33])[N:30]([CH3:32])[CH3:31])[CH2:9][C:10]1[CH:15]=[CH:14][C:13]([O:16][C:17]2[CH:22]=[CH:21][C:20]([CH2:23][CH2:24][C:25](=[O:28])[NH:26][OH:27])=[CH:19][CH:18]=2)=[CH:12][CH:11]=1)(C)(C)C.C(Cl)[Cl:36]. No catalyst specified. The product is [ClH:36].[NH2:7][CH:8]([CH2:9][C:10]1[CH:15]=[CH:14][C:13]([O:16][C:17]2[CH:18]=[CH:19][C:20]([CH2:23][CH2:24][C:25](=[O:28])[NH:26][OH:27])=[CH:21][CH:22]=2)=[CH:12][CH:11]=1)[C:29]([N:30]([CH3:31])[CH3:32])=[O:33]. The yield is 0.980.